This data is from Peptide-MHC class II binding affinity with 134,281 pairs from IEDB. The task is: Regression. Given a peptide amino acid sequence and an MHC pseudo amino acid sequence, predict their binding affinity value. This is MHC class II binding data. (1) The peptide sequence is EKKYFALTQFEPLAA. The MHC is HLA-DPA10201-DPB11401 with pseudo-sequence HLA-DPA10201-DPB11401. The binding affinity (normalized) is 0.883. (2) The peptide sequence is GELQIVMKIDAAFKI. The MHC is DRB1_1302 with pseudo-sequence DRB1_1302. The binding affinity (normalized) is 0.422. (3) The peptide sequence is KVDTRAKDPPAGTRK. The MHC is DRB3_0101 with pseudo-sequence DRB3_0101. The binding affinity (normalized) is 0. (4) The peptide sequence is DVKFPGGGQIVGGVD. The MHC is HLA-DQA10501-DQB10301 with pseudo-sequence HLA-DQA10501-DQB10301. The binding affinity (normalized) is 0.811. (5) The peptide sequence is GKKYFAATQFEPLAA. The MHC is HLA-DQA10501-DQB10301 with pseudo-sequence HLA-DQA10501-DQB10301. The binding affinity (normalized) is 0.283.